Dataset: Reaction yield outcomes from USPTO patents with 853,638 reactions. Task: Predict the reaction yield, written as a fraction of the theoretical maximum amount of product (1.0 means a 100% yield; for example, 0.34 means a 34% yield). The reactants are [CH2:1]([O:3][C:4](=[O:12])[CH:5]=[C:6]([NH:8][CH:9]1[CH2:11][CH2:10]1)[CH3:7])[CH3:2].[C:13]1(=O)[CH:18]=[CH:17][C:16](=[O:19])[CH:15]=[CH:14]1. The catalyst is C(O)(=O)C. The product is [CH2:1]([O:3][C:4]([C:5]1[C:18]2[C:13](=[CH:14][CH:15]=[C:16]([OH:19])[CH:17]=2)[N:8]([CH:9]2[CH2:11][CH2:10]2)[C:6]=1[CH3:7])=[O:12])[CH3:2]. The yield is 0.210.